Dataset: Catalyst prediction with 721,799 reactions and 888 catalyst types from USPTO. Task: Predict which catalyst facilitates the given reaction. Reactant: [CH3:1][S:2]([N:5]1[CH2:10][CH2:9][N:8](C(OC(C)(C)C)=O)[CH2:7][CH2:6]1)(=[O:4])=[O:3].C(O)(C(F)(F)F)=O.CCOCC. Product: [CH3:1][S:2]([N:5]1[CH2:10][CH2:9][NH:8][CH2:7][CH2:6]1)(=[O:4])=[O:3]. The catalyst class is: 2.